Predict which catalyst facilitates the given reaction. From a dataset of Catalyst prediction with 721,799 reactions and 888 catalyst types from USPTO. (1) Reactant: C(Cl)(=O)C(Cl)=O.[CH3:7][O:8][C:9](=[O:22])[C:10]1[CH:15]=[CH:14][C:13]([CH2:16][CH2:17][C:18]([OH:20])=O)=[C:12]([CH3:21])[CH:11]=1.Cl.[CH3:24][C:25]([CH3:35])([CH3:34])[CH2:26][CH2:27][N:28]1[CH2:33][CH2:32][NH:31][CH2:30][CH2:29]1.CCN(C(C)C)C(C)C. Product: [CH3:7][O:8][C:9](=[O:22])[C:10]1[CH:15]=[CH:14][C:13]([CH2:16][CH2:17][C:18]([N:31]2[CH2:32][CH2:33][N:28]([CH2:27][CH2:26][C:25]([CH3:35])([CH3:34])[CH3:24])[CH2:29][CH2:30]2)=[O:20])=[C:12]([CH3:21])[CH:11]=1. The catalyst class is: 139. (2) Reactant: [CH:1]([C:4]1[N:8]=[C:7]([N:9]2[CH2:14][CH2:13][CH:12]([O:15][C:16]3[S:17][C:18]4[CH:24]=[C:23]([C:25]5[CH2:26][CH2:27][NH:28][CH2:29][CH:30]=5)[CH:22]=[CH:21][C:19]=4[N:20]=3)[CH2:11][CH2:10]2)[O:6][N:5]=1)([CH3:3])[CH3:2].C(N(CC)CC)C.Cl[S:39]([CH2:42][CH2:43][C:44]([O:46][CH3:47])=[O:45])(=[O:41])=[O:40]. Product: [CH:1]([C:4]1[N:8]=[C:7]([N:9]2[CH2:14][CH2:13][CH:12]([O:15][C:16]3[S:17][C:18]4[CH:24]=[C:23]([C:25]5[CH2:26][CH2:27][N:28]([S:39]([CH2:42][CH2:43][C:44]([O:46][CH3:47])=[O:45])(=[O:41])=[O:40])[CH2:29][CH:30]=5)[CH:22]=[CH:21][C:19]=4[N:20]=3)[CH2:11][CH2:10]2)[O:6][N:5]=1)([CH3:3])[CH3:2]. The catalyst class is: 2.